From a dataset of Experimentally validated miRNA-target interactions with 360,000+ pairs, plus equal number of negative samples. Binary Classification. Given a miRNA mature sequence and a target amino acid sequence, predict their likelihood of interaction. (1) The miRNA is mmu-miR-8118 with sequence GACAAACAUGACUAUGCUGACA. The protein sequence of the target gene is MAARVVLDEFTAPAEKAALLERSRGRIEALFGVGLAVLGALGAEEPLPARIWLQLRGAQEAVHSAKEYIKGICEPELEEKECYPKAMHCIFVGAQSLFLKSLIQDTCADLCVLDTGLLGIRGSAEAVVMARSHIQQFVKLFESNENLPSNQRESEIKREFRQFVEAHADSYTMDLLILPTSLKKELLSLTQGEESLFETDDDVITVGDVRPPEYTQSAATGPSSARDEVVVQEDSRNKARTPVSELTKHMDTVFSSSPDVLFVPVNGLSPDEDALSKDRVCHKRRSSDTEERHTKKQFSL.... Result: 0 (no interaction). (2) The miRNA is rno-miR-34a-3p with sequence AAUCAGCAAGUAUACUGCCCUA. The protein sequence of the target gene is MRVESGSAQERGILLESLSTLLEKTTASHEGRAPGNRELTDLLPPEVCSLLNPAAIYANNEISLRDVEVYGFDYDYTLAQYADALHPEIFSTARDILIEHYKYPEGIRKYDYNPSFAIRGLHYDIQKSLLMKIDAFHYVQLGTAYRGLQPVPDEEVIELYGGTQHIPLYQMSGFYGKGPSIKQFMDIFSLPEMALLSCVVDYFLGHSLEFDQAHLYKDVTDAIRDVHVKGLMYQWIEQDMEKYILRGDETFAVLSRLVAHGKQLFLITNSPFSFVDKGMRHMVGPDWRQLFDVVIVQADK.... Result: 0 (no interaction). (3) The miRNA is hsa-miR-485-3p with sequence GUCAUACACGGCUCUCCUCUCU. The protein sequence of the target gene is MGNRVCCGGSWSCPSTFQKKKKTGSQTRRTLKPQPQQLQQNLPKGHETTGHTYERVLQQQGSQERSPGLMSEDSNLHYADIQVCSRPHAREVKHVHLENATEYATLRFPQATPRYDSKNGTLV. Result: 0 (no interaction).